Dataset: Full USPTO retrosynthesis dataset with 1.9M reactions from patents (1976-2016). Task: Predict the reactants needed to synthesize the given product. (1) Given the product [F:25][C:22]1[CH:23]=[CH:24][C:19]([CH2:18][N:11]2[C:8]3=[CH:9][N:10]=[C:5]([C:3]([O:2][CH3:1])=[O:4])[CH:6]=[C:7]3[C:35]([C:33]([OH:27])=[O:34])=[CH:12]2)=[CH:20][CH:21]=1, predict the reactants needed to synthesize it. The reactants are: [CH3:1][O:2][C:3]([C:5]1[CH:6]=[C:7]2C(CN(C)C)=[CH:12][N:11]([CH2:18][C:19]3[CH:24]=[CH:23][C:22]([F:25])=[CH:21][CH:20]=3)[C:8]2=[CH:9][N:10]=1)=[O:4].[Mn]([O-])(=O)(=O)=[O:27].[K+].C[C:33]([CH3:35])=[O:34]. (2) Given the product [CH3:12][C:13]1[CH:14]=[C:15]([C:2]2[CH:11]=[C:6]([C:7]([O:9][CH3:10])=[O:8])[CH:5]=[N:4][CH:3]=2)[CH:16]=[CH:17][C:18]=1[O:19][C:20]([F:21])([F:22])[F:23], predict the reactants needed to synthesize it. The reactants are: Br[C:2]1[CH:3]=[N:4][CH:5]=[C:6]([CH:11]=1)[C:7]([O:9][CH3:10])=[O:8].[CH3:12][C:13]1[CH:14]=[C:15](B(O)O)[CH:16]=[CH:17][C:18]=1[O:19][C:20]([F:23])([F:22])[F:21]. (3) Given the product [CH3:1][O:2][C:3]1[C:8]([CH3:9])=[CH:7][N:6]=[C:5]([CH:10]=[O:11])[C:4]=1[CH3:12], predict the reactants needed to synthesize it. The reactants are: [CH3:1][O:2][C:3]1[C:8]([CH3:9])=[CH:7][N:6]=[C:5]([CH2:10][OH:11])[C:4]=1[CH3:12].